Dataset: Full USPTO retrosynthesis dataset with 1.9M reactions from patents (1976-2016). Task: Predict the reactants needed to synthesize the given product. (1) Given the product [CH3:48][N:47]([CH3:49])[CH2:46][CH2:45][CH2:44][O:39][C:36]1[CH:5]=[CH:4][C:3]([C:2]2[CH:3]=[C:4]3[C:10]([NH:11][C:12]([C:14]4[CH:15]=[N:16][N:17]([CH2:19][C:20]5[CH:25]=[CH:24][CH:23]=[CH:22][CH:21]=5)[CH:18]=4)=[O:13])=[CH:9][N:8]([S:26]([C:29]4[CH:34]=[CH:33][C:32]([CH3:35])=[CH:31][CH:30]=4)(=[O:28])=[O:27])[C:5]3=[N:6][CH:7]=2)=[CH:2][CH:7]=1, predict the reactants needed to synthesize it. The reactants are: Br[C:2]1[CH:3]=[C:4]2[C:10]([NH:11][C:12]([C:14]3[CH:15]=[N:16][N:17]([CH2:19][C:20]4[CH:25]=[CH:24][CH:23]=[CH:22][CH:21]=4)[CH:18]=3)=[O:13])=[CH:9][N:8]([S:26]([C:29]3[CH:34]=[CH:33][C:32]([CH3:35])=[CH:31][CH:30]=3)(=[O:28])=[O:27])[C:5]2=[N:6][CH:7]=1.[C:36]([O-:39])([O-])=O.[K+].[K+].Cl.Cl[CH2:44][CH2:45][CH2:46][N:47]([CH3:49])[CH3:48]. (2) Given the product [NH2:1][C:2]1[C:7]([I:19])=[N:6][C:5]([Cl:8])=[CH:4][C:3]=1[C:9]([OH:11])=[O:10], predict the reactants needed to synthesize it. The reactants are: [NH2:1][C:2]1[C:3]([C:9]([OH:11])=[O:10])=[CH:4][C:5]([Cl:8])=[N:6][CH:7]=1.C1C(=O)N([I:19])C(=O)C1. (3) Given the product [CH3:24][C:21]1[N:20]=[C:19]2[O:25][CH2:16][C:17](=[O:26])[C:18]2=[CH:23][CH:22]=1, predict the reactants needed to synthesize it. The reactants are: O1C2=CN=CC=C2C(=O)C1.C(OC([C:16]1[O:25][C:19]2=[N:20][C:21]([CH3:24])=[CH:22][CH:23]=[C:18]2[C:17]=1[OH:26])=O)C. (4) Given the product [C:26]([O:30][C:31](=[O:32])[NH:33][C@H:34]1[CH2:38][O:39][CH2:40][C@H:41]([CH2:51][C:52]2[CH:53]=[CH:54][C:55]([CH3:58])=[CH:56][CH:57]=2)[C@@H:42]([O:46][CH2:47][CH:48]([CH3:50])[CH3:49])[C@H:43]([CH3:44])[O:36][C:35]1=[O:37])([CH3:29])([CH3:27])[CH3:28], predict the reactants needed to synthesize it. The reactants are: CC1C=CC=C([N+]([O-])=O)C=1C(OC(C1C([N+]([O-])=O)=CC=CC=1C)=O)=O.[C:26]([O:30][C:31]([NH:33][C@@H:34]([CH2:38][O:39][CH2:40][C@H:41]([CH2:51][C:52]1[CH:57]=[CH:56][C:55]([CH3:58])=[CH:54][CH:53]=1)[C@@H:42]([O:46][CH2:47][CH:48]([CH3:50])[CH3:49])[C@@H:43](O)[CH3:44])[C:35]([OH:37])=[O:36])=[O:32])([CH3:29])([CH3:28])[CH3:27].